Dataset: Reaction yield outcomes from USPTO patents with 853,638 reactions. Task: Predict the reaction yield, written as a fraction of the theoretical maximum amount of product (1.0 means a 100% yield; for example, 0.34 means a 34% yield). (1) The reactants are [Br:1][C:2]1[CH:3]=[C:4]([NH2:9])[C:5]([NH2:8])=[CH:6][CH:7]=1.COCCOC.CO.[CH3:18][O:19][C:20]([NH:22][C:23](=NC(OC)=O)SC)=[O:21]. The catalyst is C(OCC)C. The product is [Br:1][C:2]1[CH:7]=[CH:6][C:5]2[N:8]=[C:23]([NH:22][C:20](=[O:21])[O:19][CH3:18])[NH:9][C:4]=2[CH:3]=1. The yield is 0.770. (2) The reactants are [F:1][C:2]1[CH:3]=[C:4]([NH2:24])[CH:5]=[CH:6][C:7]=1[O:8][C:9]1[CH:14]=[CH:13][N:12]=[C:11]2[CH:15]=[C:16]([C:18]3[N:19]=[CH:20][N:21]([CH3:23])[CH:22]=3)[S:17][C:10]=12.[ClH:25].FC1C=C(N[C:51]([NH:53][C:54](=[O:62])[CH2:55][C:56]2[CH:61]=[CH:60][CH:59]=[CH:58][CH:57]=2)=[O:52])C=CC=1OC1C=CN=C2C=C(C(N3CCCC3)=O)SC=12. No catalyst specified. The product is [ClH:25].[ClH:25].[F:1][C:2]1[CH:3]=[C:4]([NH:24][C:51]([NH:53][C:54](=[O:62])[CH2:55][C:56]2[CH:57]=[CH:58][CH:59]=[CH:60][CH:61]=2)=[O:52])[CH:5]=[CH:6][C:7]=1[O:8][C:9]1[CH:14]=[CH:13][N:12]=[C:11]2[CH:15]=[C:16]([C:18]3[N:19]=[CH:20][N:21]([CH3:23])[CH:22]=3)[S:17][C:10]=12. The yield is 0.540. (3) The reactants are [ClH:1].C(OC([N:9]([CH:43]1[CH2:47][CH2:46][CH2:45][CH2:44]1)[CH2:10][CH2:11][CH2:12][C:13]1[CH:18]=[CH:17][C:16]([C:19]([C:21]2[N:29]3[C:24]([CH:25]=[C:26]([C:30]([N:32]([CH:38]([CH3:40])[CH3:39])[CH2:33][C:34]([O:36][CH3:37])=[O:35])=[O:31])[CH:27]=[CH:28]3)=[CH:23][C:22]=2[CH2:41][CH3:42])=[O:20])=[CH:15][CH:14]=1)=O)(C)(C)C. The catalyst is CCOCC.C(Cl)Cl. The product is [ClH:1].[CH:43]1([NH:9][CH2:10][CH2:11][CH2:12][C:13]2[CH:18]=[CH:17][C:16]([C:19]([C:21]3[N:29]4[C:24]([CH:25]=[C:26]([C:30]([N:32]([CH:38]([CH3:39])[CH3:40])[CH2:33][C:34]([O:36][CH3:37])=[O:35])=[O:31])[CH:27]=[CH:28]4)=[CH:23][C:22]=3[CH2:41][CH3:42])=[O:20])=[CH:15][CH:14]=2)[CH2:47][CH2:46][CH2:45][CH2:44]1. The yield is 0.960. (4) The reactants are Cl[C:2]1[N:7]=[CH:6][N:5]([CH2:8][C:9]2[CH:14]=[CH:13][C:12]([Cl:15])=[CH:11][CH:10]=2)[C:4](=[O:16])[N:3]=1.C(N(CC)CC)C.[CH3:24][C:25]1([CH3:38])[C:29]([CH3:31])([CH3:30])[O:28][B:27]([C:32]2[CH2:33][CH2:34][NH:35][CH2:36][CH:37]=2)[O:26]1. The catalyst is C(Cl)(Cl)Cl.O. The product is [Cl:15][C:12]1[CH:13]=[CH:14][C:9]([CH2:8][N:5]2[CH:6]=[N:7][C:2]([N:35]3[CH2:34][CH2:33][C:32]([B:27]4[O:28][C:29]([CH3:31])([CH3:30])[C:25]([CH3:38])([CH3:24])[O:26]4)=[CH:37][CH2:36]3)=[N:3][C:4]2=[O:16])=[CH:10][CH:11]=1. The yield is 0.400. (5) The reactants are [N+:1]([C:4]1[CH:12]=[CH:11][C:10]([N:13]2[CH2:18][CH2:17][CH2:16][CH2:15][CH2:14]2)=[CH:9][C:5]=1[C:6]([OH:8])=O)([O-:3])=[O:2].[F:19][C:20]([F:34])([F:33])[C:21]1[CH:22]=[C:23]([N:27]2[CH:31]=[CH:30][C:29]([NH2:32])=[N:28]2)[CH:24]=[CH:25][CH:26]=1.CN(C(ON1N=NC2C=CC=NC1=2)=[N+](C)C)C.F[P-](F)(F)(F)(F)F.C(N(CC)C(C)C)(C)C. The catalyst is CN(C)C=O.O. The product is [N+:1]([C:4]1[CH:12]=[CH:11][C:10]([N:13]2[CH2:18][CH2:17][CH2:16][CH2:15][CH2:14]2)=[CH:9][C:5]=1[C:6]([NH:32][C:29]1[CH:30]=[CH:31][N:27]([C:23]2[CH:24]=[CH:25][CH:26]=[C:21]([C:20]([F:33])([F:19])[F:34])[CH:22]=2)[N:28]=1)=[O:8])([O-:3])=[O:2]. The yield is 0.360. (6) The reactants are Cl.[CH:2]([N:5]1[CH:13]=[C:12]2[C:7]([CH:8]=[CH:9][C:10]([C:14]3[O:18][N:17]=[C:16]([C:19]4[C:20]([CH3:29])=[C:21]5[C:26](=[CH:27][CH:28]=4)[CH2:25][NH:24][CH2:23][CH2:22]5)[N:15]=3)=[CH:11]2)=[N:6]1)([CH3:4])[CH3:3].Br[CH2:31][C:32]([O:34][C:35]([CH3:38])([CH3:37])[CH3:36])=[O:33]. No catalyst specified. The product is [C:35]([O:34][C:32](=[O:33])[CH2:31][N:24]1[CH2:23][CH2:22][C:21]2[C:26](=[CH:27][CH:28]=[C:19]([C:16]3[N:15]=[C:14]([C:10]4[CH:9]=[CH:8][C:7]5[C:12](=[CH:13][N:5]([CH:2]([CH3:4])[CH3:3])[N:6]=5)[CH:11]=4)[O:18][N:17]=3)[C:20]=2[CH3:29])[CH2:25]1)([CH3:38])([CH3:37])[CH3:36]. The yield is 0.810. (7) The reactants are [OH:1][CH2:2][C:3]1[O:4][CH:5]=[C:6]([OH:10])[C:7](=[O:9])[CH:8]=1.C(N([CH2:16][CH3:17])CC)C.[C:18](O[C:18](=[O:21])[CH2:19][CH3:20])(=[O:21])[CH2:19][CH3:20].[C:27](OCC)(=[O:29])C. The catalyst is ClCCl. The product is [C:18]([O:10][C:6]1[C:7](=[O:9])[CH:8]=[C:3]([CH2:2][O:1][C:27](=[O:29])[CH2:16][CH3:17])[O:4][CH:5]=1)(=[O:21])[CH2:19][CH3:20]. The yield is 0.970. (8) The reactants are [CH:1]12[CH2:10][CH:5]3[CH2:6][CH:7]([CH2:9][CH:3]([CH2:4]3)[CH:2]1[NH:11][C:12](=[O:18])[C@H:13]1[CH2:17][CH2:16][CH2:15][NH:14]1)[CH2:8]2.C(N(CC)CC)C.[C:26](Cl)(=[O:28])[CH3:27]. The catalyst is C1COCC1.CCOC(C)=O. The product is [CH:1]12[CH2:8][CH:7]3[CH2:6][CH:5]([CH2:4][CH:3]([CH2:9]3)[CH:2]1[NH:11][C:12](=[O:18])[C@H:13]1[CH2:17][CH2:16][CH2:15][N:14]1[C:26](=[O:28])[CH3:27])[CH2:10]2. The yield is 0.330. (9) The product is [CH3:1][O:2][C:3](=[O:14])[C:4]1[CH:12]=[C:11]([I:13])[CH:10]=[C:6]([C:7]([N:16]([CH3:17])[CH3:15])=[O:8])[CH:5]=1. The catalyst is CN(C)C=O. The yield is 0.750. The reactants are [CH3:1][O:2][C:3](=[O:14])[C:4]1[CH:12]=[C:11]([I:13])[CH:10]=[C:6]([C:7](O)=[O:8])[CH:5]=1.[CH3:15][NH:16][CH3:17].F[P-](F)(F)(F)(F)F.N1(OC(N(C)C)=[N+](C)C)C2N=CC=CC=2N=N1.C(N(C(C)C)CC)(C)C. (10) The reactants are [C:1]([O:4][C@@H:5]1[C@@H:18]([O:19][C:20](=[O:22])[CH3:21])[C@H:17]([O:23][C:24](=[O:26])[CH3:25])[CH2:16][S:15][C@H:6]1[O:7][C:8]1[CH:13]=[CH:12][CH:11]=[C:10](Br)[CH:9]=1)(=[O:3])[CH3:2].[C:27]([C:29]1[N:34]=[CH:33][C:32](B(O)O)=[CH:31][CH:30]=1)#[N:28]. No catalyst specified. The product is [C:1]([O:4][C@@H:5]1[C@@H:18]([O:19][C:20](=[O:22])[CH3:21])[C@H:17]([O:23][C:24](=[O:26])[CH3:25])[CH2:16][S:15][C@H:6]1[O:7][C:8]1[CH:13]=[CH:12][CH:11]=[C:10]([C:32]2[CH:33]=[N:34][C:29]([C:27]#[N:28])=[CH:30][CH:31]=2)[CH:9]=1)(=[O:3])[CH3:2]. The yield is 0.450.